Dataset: Full USPTO retrosynthesis dataset with 1.9M reactions from patents (1976-2016). Task: Predict the reactants needed to synthesize the given product. (1) Given the product [CH3:1][C:2]1[CH:7]=[CH:6][C:5]([S:8]([O:11][CH2:12][CH:13]2[CH2:17][C:16]3[CH:18]=[C:19]([Cl:24])[CH:20]=[C:21]([OH:22])[C:15]=3[O:14]2)(=[O:9])=[O:10])=[CH:4][CH:3]=1, predict the reactants needed to synthesize it. The reactants are: [CH3:1][C:2]1[CH:7]=[CH:6][C:5]([S:8]([O:11][CH2:12][CH:13]2[CH2:17][C:16]3[CH:18]=[C:19]([Cl:24])[CH:20]=[C:21]([O:22]C)[C:15]=3[O:14]2)(=[O:10])=[O:9])=[CH:4][CH:3]=1.CC1C=CC(S(OCC2CC3C=CC=C(O)C=3O2)(=O)=O)=CC=1. (2) Given the product [CH2:40]([O:39][C:37](=[O:38])[C:36]([OH:42])([C:35]([F:43])([F:44])[F:34])[CH2:11][C:10]([C:4]1[CH:3]=[CH:2][CH:1]=[CH:6][CH:5]=1)=[CH:9][CH2:8][CH3:7])[CH3:41], predict the reactants needed to synthesize it. The reactants are: [CH:1]1[CH:6]=[C:5]2[CH:7]=[CH:8][C:9](O)=[C:10]([C:11]3C4C(=CC=CC=4)C=CC=3O)[C:4]2=[CH:3][CH:2]=1.C1(C(CCC)=C)C=CC=CC=1.[F:34][C:35]([F:44])([F:43])[C:36](=[O:42])[C:37]([O:39][CH2:40][CH3:41])=[O:38]. (3) Given the product [C:40](=[O:41])([O:42][CH3:43])[O:10][C@@H:9]1[C@H:4]2[C@H:5]([O:6][C:2]([CH3:32])([CH3:1])[O:3]2)[C:7]([CH2:11][O:12][C:13]([C:26]2[CH:31]=[CH:30][CH:29]=[CH:28][CH:27]=2)([C:20]2[CH:21]=[CH:22][CH:23]=[CH:24][CH:25]=2)[C:14]2[CH:19]=[CH:18][CH:17]=[CH:16][CH:15]=2)=[CH:8]1, predict the reactants needed to synthesize it. The reactants are: [CH3:1][C:2]1([CH3:32])[O:6][C@@H:5]2[C:7]([CH2:11][O:12][C:13]([C:26]3[CH:31]=[CH:30][CH:29]=[CH:28][CH:27]=3)([C:20]3[CH:25]=[CH:24][CH:23]=[CH:22][CH:21]=3)[C:14]3[CH:19]=[CH:18][CH:17]=[CH:16][CH:15]=3)=[CH:8][C@H:9]([OH:10])[C@@H:4]2[O:3]1.N1C=CC=CC=1.Cl[C:40]([O:42][CH3:43])=[O:41]. (4) Given the product [CH3:19][O:20][CH2:21][CH2:22][N:23]([CH3:32])[C:24]([N:26]1[CH2:31][CH2:30][N:29]([CH2:11][C:9]2[S:10][C:5]3[C:4]([N:13]4[CH2:18][CH2:17][O:16][CH2:15][CH2:14]4)=[N:3][C:2]([Cl:1])=[N:7][C:6]=3[CH:8]=2)[CH2:28][CH2:27]1)=[O:25], predict the reactants needed to synthesize it. The reactants are: [Cl:1][C:2]1[N:3]=[C:4]([N:13]2[CH2:18][CH2:17][O:16][CH2:15][CH2:14]2)[C:5]2[S:10][C:9]([CH:11]=O)=[CH:8][C:6]=2[N:7]=1.[CH3:19][O:20][CH2:21][CH2:22][N:23]([CH3:32])[C:24]([N:26]1[CH2:31][CH2:30][NH:29][CH2:28][CH2:27]1)=[O:25]. (5) Given the product [Br:1][C:2]1[CH:3]=[CH:4][C:5]([O:6][CH2:7][C:8]([NH:14][C:15]2[CH:16]=[C:17]([CH:21]=[CH:22][N:23]=2)[C:18]([NH2:20])=[O:19])=[O:10])=[CH:11][CH:12]=1, predict the reactants needed to synthesize it. The reactants are: [Br:1][C:2]1[CH:12]=[CH:11][C:5]([O:6][CH2:7][C:8]([OH:10])=O)=[C:4](Cl)[CH:3]=1.[NH2:14][C:15]1[CH:16]=[C:17]([CH:21]=[CH:22][N:23]=1)[C:18]([NH2:20])=[O:19].C1CN([P+](ON2N=NC3C=CC=CC2=3)(N2CCCC2)N2CCCC2)CC1.F[P-](F)(F)(F)(F)F.CO.